From a dataset of Forward reaction prediction with 1.9M reactions from USPTO patents (1976-2016). Predict the product of the given reaction. Given the reactants [CH2:1]([O:8][C:9]1[C:14]([F:15])=[CH:13][C:12](OB(O)O)=[CH:11][C:10]=1[F:20])[C:2]1[CH:7]=[CH:6][CH:5]=[CH:4][CH:3]=1.Br[C:22]1[N:23]=[C:24]([N:32]2[CH2:37][CH2:36][N:35]([CH2:38][CH3:39])[CH2:34][CH2:33]2)[C:25]2[C:30]([CH:31]=1)=[CH:29][CH:28]=[CH:27][CH:26]=2.C(=O)([O-])[O-].[Na+].[Na+], predict the reaction product. The product is: [CH2:38]([N:35]1[CH2:34][CH2:33][N:32]([C:24]2[C:25]3[C:30](=[CH:29][CH:28]=[CH:27][CH:26]=3)[CH:31]=[C:22]([C:12]3[CH:13]=[C:14]([F:15])[C:9]([O:8][CH2:1][C:2]4[CH:7]=[CH:6][CH:5]=[CH:4][CH:3]=4)=[C:10]([F:20])[CH:11]=3)[N:23]=2)[CH2:37][CH2:36]1)[CH3:39].